Dataset: Reaction yield outcomes from USPTO patents with 853,638 reactions. Task: Predict the reaction yield, written as a fraction of the theoretical maximum amount of product (1.0 means a 100% yield; for example, 0.34 means a 34% yield). (1) The product is [N:1]1[CH:6]=[CH:5][N:4]=[CH:3][C:2]=1[C:7]([N:17]=[N+:18]=[N-:19])=[O:9]. The catalyst is C1COCC1. The reactants are [N:1]1[CH:6]=[CH:5][N:4]=[CH:3][C:2]=1[C:7]([OH:9])=O.C(N(CC)CC)C.[N-:17]=[N+:18]=[N-:19]. The yield is 0.780. (2) The catalyst is CN(C)C=O.O. The reactants are [OH:1][C:2]1[CH:10]=[C:9]2[C:5]([CH:6]=[CH:7][N:8]2[C:11]2[N:15]([CH3:16])[N:14]=[C:13]([CH3:17])[C:12]=2/[CH:18]=[CH:19]/[C:20]([O:22][CH2:23][CH3:24])=[O:21])=[CH:4][CH:3]=1.[CH3:25][O:26][CH2:27][CH2:28]Br.C(=O)([O-])[O-].[K+].[K+].[I-].[Na+]. The yield is 0.990. The product is [CH3:25][O:26][CH2:27][CH2:28][O:1][C:2]1[CH:10]=[C:9]2[C:5]([CH:6]=[CH:7][N:8]2[C:11]2[N:15]([CH3:16])[N:14]=[C:13]([CH3:17])[C:12]=2/[CH:18]=[CH:19]/[C:20]([O:22][CH2:23][CH3:24])=[O:21])=[CH:4][CH:3]=1. (3) The reactants are [NH2:1][CH2:2][CH2:3][NH:4][CH2:5][CH2:6][OH:7].[F:8][C:9]([F:16])([F:15])[C:10](OCC)=[O:11]. The catalyst is CCOCC. The product is [F:8][C:9]([F:16])([F:15])[C:10]([NH:1][CH2:2][CH2:3][NH:4][CH2:5][CH2:6][OH:7])=[O:11]. The yield is 1.00. (4) The reactants are [CH3:1][C:2]1[N:6]2[C:7]3[C:12]([CH:13]=[CH:14][C:5]2=[C:4]([C:18]([O:20][CH2:21][CH3:22])=[O:19])[N:3]=1)=[C:11]([CH2:15][CH:16]=C)[CH:10]=[CH:9][CH:8]=3.I([O-])(=O)(=O)=[O:24].[Na+]. The catalyst is O.C1COCC1.O.[Os](=O)(=O)(=O)=O. The product is [CH3:1][C:2]1[N:6]2[C:7]3[C:12]([CH:13]=[CH:14][C:5]2=[C:4]([C:18]([O:20][CH2:21][CH3:22])=[O:19])[N:3]=1)=[C:11]([CH2:15][CH:16]=[O:24])[CH:10]=[CH:9][CH:8]=3. The yield is 0.430.